From a dataset of Peptide-MHC class I binding affinity with 185,985 pairs from IEDB/IMGT. Regression. Given a peptide amino acid sequence and an MHC pseudo amino acid sequence, predict their binding affinity value. This is MHC class I binding data. (1) The peptide sequence is RLRDLLLIVTR. The MHC is HLA-B54:01 with pseudo-sequence HLA-B54:01. The binding affinity (normalized) is 0.148. (2) The peptide sequence is SQHNYRPGY. The MHC is HLA-A30:02 with pseudo-sequence HLA-A30:02. The binding affinity (normalized) is 0.385.